From a dataset of Forward reaction prediction with 1.9M reactions from USPTO patents (1976-2016). Predict the product of the given reaction. (1) Given the reactants Cl.[CH:2]1([N:5]2[C:13]3[CH2:12][CH2:11][NH:10][CH2:9][C:8]=3[C:7]([NH:14][C:15]3[CH:16]=[C:17]([CH3:21])[CH:18]=[CH:19][CH:20]=3)=[N:6]2)[CH2:4][CH2:3]1.Cl.C1(N2C(NC3C=C(C)C=CC=3)=C3CNCCC3=N2)CC1.CCN(CC)CC.[C:50](OC(=O)C)(=[O:52])[CH3:51], predict the reaction product. The product is: [CH:2]1([N:5]2[C:13]3[CH2:12][CH2:11][N:10]([C:50](=[O:52])[CH3:51])[CH2:9][C:8]=3[C:7]([NH:14][C:15]3[CH:16]=[C:17]([CH3:21])[CH:18]=[CH:19][CH:20]=3)=[N:6]2)[CH2:3][CH2:4]1. (2) Given the reactants [Cl:1][C:2]1[N:3]=[C:4]2[CH:12]=[C:11]([Cl:13])[CH:10]=[N:9][C:5]2=[N:6][C:7]=1Cl.[NH:14]1[CH2:17][CH:16]([NH:18][C:19](=[O:25])[O:20][C:21]([CH3:24])([CH3:23])[CH3:22])[CH2:15]1.[NH4+].[Cl-], predict the reaction product. The product is: [Cl:1][C:2]1[N:3]=[C:4]2[CH:12]=[C:11]([Cl:13])[CH:10]=[N:9][C:5]2=[N:6][C:7]=1[N:14]1[CH2:17][CH:16]([NH:18][C:19](=[O:25])[O:20][C:21]([CH3:23])([CH3:22])[CH3:24])[CH2:15]1. (3) Given the reactants [C:1]([C:3]1([C:6]2[CH:7]=[C:8]([CH:30]=[CH:31][CH:32]=2)[C:9]([NH:11][C:12]2[CH:17]=[CH:16][C:15]([O:18][CH3:19])=[C:14]([O:20][C:21]3[CH:26]=[CH:25][C:24]([N+:27]([O-])=O)=[CH:23][N:22]=3)[CH:13]=2)=[O:10])[CH2:5][CH2:4]1)#[N:2].CO, predict the reaction product. The product is: [NH2:27][C:24]1[CH:25]=[CH:26][C:21]([O:20][C:14]2[CH:13]=[C:12]([NH:11][C:9](=[O:10])[C:8]3[CH:30]=[CH:31][CH:32]=[C:6]([C:3]4([C:1]#[N:2])[CH2:5][CH2:4]4)[CH:7]=3)[CH:17]=[CH:16][C:15]=2[O:18][CH3:19])=[N:22][CH:23]=1. (4) Given the reactants [CH2:1]([N:8]([CH:18]1[CH2:23][CH2:22][N:21]([CH:24]([CH3:44])[CH2:25][CH2:26][NH:27][C:28](=[O:43])[C:29]2[C:34]([CH3:35])=[CH:33][C:32]([C:36]3[CH:41]=[CH:40][N:39]=[CH:38][CH:37]=3)=[CH:31][C:30]=2[CH3:42])[CH2:20][CH2:19]1)[C:9]1[CH:17]=[CH:16][C:12]([C:13](O)=[O:14])=[CH:11][CH:10]=1)[C:2]1[CH:7]=[CH:6][CH:5]=[CH:4][CH:3]=1.[Cl-].[NH4+:46], predict the reaction product. The product is: [CH2:1]([N:8]([C:9]1[CH:17]=[CH:16][C:12]([C:13](=[O:14])[NH2:46])=[CH:11][CH:10]=1)[CH:18]1[CH2:23][CH2:22][N:21]([CH:24]([CH3:44])[CH2:25][CH2:26][NH:27][C:28](=[O:43])[C:29]2[C:34]([CH3:35])=[CH:33][C:32]([C:36]3[CH:37]=[CH:38][N:39]=[CH:40][CH:41]=3)=[CH:31][C:30]=2[CH3:42])[CH2:20][CH2:19]1)[C:2]1[CH:7]=[CH:6][CH:5]=[CH:4][CH:3]=1. (5) Given the reactants [CH3:1][O:2][C:3]1([C:8]([O:10]C)=[O:9])[CH2:7][CH2:6][CH2:5][CH2:4]1.[Li+].[OH-], predict the reaction product. The product is: [CH3:1][O:2][C:3]1([C:8]([OH:10])=[O:9])[CH2:7][CH2:6][CH2:5][CH2:4]1. (6) Given the reactants Br.[C:2]([C:6]1[CH:11]=[CH:10][C:9](/[C:12](/[C:31]2[CH:36]=[CH:35][C:34]([CH2:37][CH2:38][CH2:39][CH2:40][N:41]([CH3:43])[CH3:42])=[C:33]([O:44]C)[N:32]=2)=[CH:13]\[C@@H:14]2[N:18](CC3C=CC(OC)=CC=3OC)[C:17](=[O:30])[CH2:16][CH2:15]2)=[CH:8][CH:7]=1)([CH3:5])([CH3:4])[CH3:3].C(=O)(O)[O-].[Na+], predict the reaction product. The product is: [C:2]([C:6]1[CH:11]=[CH:10][C:9](/[C:12](/[C:31]2[NH:32][C:33](=[O:44])[C:34]([CH2:37][CH2:38][CH2:39][CH2:40][N:41]([CH3:42])[CH3:43])=[CH:35][CH:36]=2)=[CH:13]\[C@H:14]2[CH2:15][CH2:16][C:17](=[O:30])[NH:18]2)=[CH:8][CH:7]=1)([CH3:5])([CH3:3])[CH3:4].